This data is from Peptide-MHC class I binding affinity with 185,985 pairs from IEDB/IMGT. The task is: Regression. Given a peptide amino acid sequence and an MHC pseudo amino acid sequence, predict their binding affinity value. This is MHC class I binding data. (1) The peptide sequence is FLELKRGIY. The MHC is HLA-A68:01 with pseudo-sequence HLA-A68:01. The binding affinity (normalized) is 0.303. (2) The peptide sequence is SFSFGGFTF. The MHC is HLA-B08:01 with pseudo-sequence HLA-B08:01. The binding affinity (normalized) is 0.0847.